Dataset: Catalyst prediction with 721,799 reactions and 888 catalyst types from USPTO. Task: Predict which catalyst facilitates the given reaction. Reactant: [Br:1][C:2]1[CH:10]=[CH:9][C:5]([C:6]([OH:8])=O)=[C:4]([O:11][CH3:12])[CH:3]=1.C(Cl)CCl.C1C=CC2N(O)N=NC=2C=1.[C:27]([NH:30][NH2:31])(=[O:29])[CH3:28]. Product: [C:27]([NH:30][NH:31][C:6](=[O:8])[C:5]1[CH:9]=[CH:10][C:2]([Br:1])=[CH:3][C:4]=1[O:11][CH3:12])(=[O:29])[CH3:28]. The catalyst class is: 31.